From a dataset of Forward reaction prediction with 1.9M reactions from USPTO patents (1976-2016). Predict the product of the given reaction. The product is: [CH2:28]([N:18]1[C:19](=[O:27])[C:20]([CH3:26])([CH3:25])[C:21](=[O:24])[N:22]([CH3:23])[C:16]2[CH:15]=[C:14]([CH2:13][CH2:12][CH2:11][CH2:10][NH:9][CH2:7][C:4]3[CH:3]=[CH:2][N:1]=[CH:6][CH:5]=3)[CH:31]=[CH:30][C:17]1=2)[CH3:29]. Given the reactants [N:1]1[CH:6]=[CH:5][C:4]([CH:7]=O)=[CH:3][CH:2]=1.[NH2:9][CH2:10][CH2:11][CH2:12][CH2:13][C:14]1[CH:31]=[CH:30][C:17]2[N:18]([CH2:28][CH3:29])[C:19](=[O:27])[C:20]([CH3:26])([CH3:25])[C:21](=[O:24])[N:22]([CH3:23])[C:16]=2[CH:15]=1.[BH4-].[Na+], predict the reaction product.